Dataset: Full USPTO retrosynthesis dataset with 1.9M reactions from patents (1976-2016). Task: Predict the reactants needed to synthesize the given product. (1) Given the product [F:16][C:3]1[CH:2]=[CH:10][C:6]([C:7]([OH:9])=[O:8])=[C:5]([N:11]2[N:15]=[CH:14][CH:13]=[N:12]2)[CH:4]=1, predict the reactants needed to synthesize it. The reactants are: F[C:2]1[CH:3]=[CH:4][C:5]([N:11]2[N:15]=[CH:14][CH:13]=[N:12]2)=[C:6]([CH:10]=1)[C:7]([OH:9])=[O:8].[F:16]C1C=CC(C(O)=O)=C(I)C=1.FC1C=CC(I)=C(C=1)C(O)=O. (2) Given the product [NH:10]1[CH:11]=[C:12]([CH:13]([OH:29])[CH2:14][CH2:15][CH:16]([C:17]2[CH:22]=[CH:21][CH:20]=[CH:19][CH:18]=2)[C:23]2[CH:28]=[CH:27][CH:26]=[CH:25][CH:24]=2)[N:8]=[CH:9]1, predict the reactants needed to synthesize it. The reactants are: C([N:8]1[C:12]([CH:13]([OH:29])[CH2:14][CH2:15][CH:16]([C:23]2[CH:28]=[CH:27][CH:26]=[CH:25][CH:24]=2)[C:17]2[CH:22]=[CH:21][CH:20]=[CH:19][CH:18]=2)=[CH:11][N:10]=[CH:9]1)C1C=CC=CC=1. (3) Given the product [ClH:40].[NH2:7][C:8](/[CH:16]=[CH:17]/[C:18]1[CH:23]=[CH:22][C:21]([O:24][CH2:25][CH2:26][CH2:27][C:28]2[CH:33]=[CH:32][CH:31]=[CH:30][C:29]=2[F:34])=[C:20]([C:35]([F:38])([F:36])[F:37])[CH:19]=1)([CH2:13][OH:12])[CH2:9][OH:10], predict the reactants needed to synthesize it. The reactants are: C(OC(=O)[NH:7][C:8]1(/[CH:16]=[CH:17]/[C:18]2[CH:23]=[CH:22][C:21]([O:24][CH2:25][CH2:26][CH2:27][C:28]3[CH:33]=[CH:32][CH:31]=[CH:30][C:29]=3[F:34])=[C:20]([C:35]([F:38])([F:37])[F:36])[CH:19]=2)[CH2:13][O:12]C(C)(C)[O:10][CH2:9]1)(C)(C)C.[ClH:40]. (4) Given the product [CH3:1][O:2][CH2:3][CH2:4][C:5](=[O:24])[C:11]([O:13][C:14]([CH3:17])([CH3:16])[CH3:15])=[O:12], predict the reactants needed to synthesize it. The reactants are: [CH3:1][O:2][CH2:3][CH2:4][C:5]1([C:11]([O:13][C:14]([CH3:17])([CH3:16])[CH3:15])=[O:12])SCCCS1.BrN1C(=[O:24])CCC1=O.C(=O)(O)[O-].[Na+].S([O-])([O-])(=O)=S.[Na+].[Na+]. (5) Given the product [NH:11]1[CH:15]=[CH:14][C:13]([C:16]2[CH:21]=[CH:20][C:19]([C@H:22]3[CH2:23][CH2:24][C@H:25]([CH2:28][C:29]([N:6]4[CH2:7][CH2:8][CH2:9][C@H:5]4[C:4]([O:3][CH3:2])=[O:10])=[O:30])[CH2:26][CH2:27]3)=[CH:18][CH:17]=2)=[N:12]1, predict the reactants needed to synthesize it. The reactants are: Cl.[CH3:2][O:3][C:4](=[O:10])[C@@H:5]1[CH2:9][CH2:8][CH2:7][NH:6]1.[NH:11]1[CH:15]=[CH:14][C:13]([C:16]2[CH:21]=[CH:20][C:19]([C@H:22]3[CH2:27][CH2:26][C@H:25]([CH2:28][C:29](O)=[O:30])[CH2:24][CH2:23]3)=[CH:18][CH:17]=2)=[N:12]1.Cl.C(N=C=NCCCN(C)C)C.O.ON1C2C=CC=CC=2N=N1.CN1CCOCC1. (6) The reactants are: I[C:2]1[C:6]([C:7]2[CH:12]=[CH:11][N:10]=[C:9]([NH:13][CH2:14][C@@H:15]([OH:17])[CH3:16])[N:8]=2)=[CH:5][N:4]([CH:18]([CH3:20])[CH3:19])[N:3]=1.[CH3:21][C:22]1[C:23]([NH2:37])=[N:24][CH:25]=[C:26](B2OC(C)(C)C(C)(C)O2)[CH:27]=1.C([O-])([O-])=O.[Na+].[Na+]. Given the product [NH2:37][C:23]1[N:24]=[CH:25][C:26]([C:2]2[C:6]([C:7]3[CH:12]=[CH:11][N:10]=[C:9]([NH:13][CH2:14][C@@H:15]([OH:17])[CH3:16])[N:8]=3)=[CH:5][N:4]([CH:18]([CH3:20])[CH3:19])[N:3]=2)=[CH:27][C:22]=1[CH3:21], predict the reactants needed to synthesize it. (7) Given the product [Cl:10][C:11]1[CH:12]=[C:13]([S:17]([NH:20][C:21]2[CH:29]=[CH:28][C:24]([C:25]([O:27][CH2:2][C:3]3[O:4][C:5](=[O:9])[O:6][C:7]=3[CH3:8])=[O:26])=[C:23]([OH:30])[CH:22]=2)(=[O:18])=[O:19])[S:14][C:15]=1[Cl:16], predict the reactants needed to synthesize it. The reactants are: Br[CH2:2][C:3]1[O:4][C:5](=[O:9])[O:6][C:7]=1[CH3:8].[Cl:10][C:11]1[CH:12]=[C:13]([S:17]([NH:20][C:21]2[CH:29]=[CH:28][C:24]([C:25]([OH:27])=[O:26])=[C:23]([OH:30])[CH:22]=2)(=[O:19])=[O:18])[S:14][C:15]=1[Cl:16].C([O-])(O)=O.[Na+].C(O)(C(F)(F)F)=O.